Dataset: Forward reaction prediction with 1.9M reactions from USPTO patents (1976-2016). Task: Predict the product of the given reaction. (1) Given the reactants [C@@H:1]1([N:10]2[CH:17]=[CH:16][C:14]([NH2:15])=[N:13][C:11]2=[O:12])[O:7][C@H:6]([CH2:8][OH:9])[C@@H:4]([OH:5])[C@@H:2]1[OH:3].[C:18](OC(=O)C)(=[O:20])[CH3:19].CO.C(Cl)Cl, predict the reaction product. The product is: [C@@H:1]1([N:10]2[CH:17]=[CH:16][C:14]([NH:15][C:18](=[O:20])[CH3:19])=[N:13][C:11]2=[O:12])[O:7][C@H:6]([CH2:8][OH:9])[C@@H:4]([OH:5])[C@@H:2]1[OH:3]. (2) The product is: [C:1]1([N:7]2[C:11]([C:12]3[CH:17]=[CH:16][CH:15]=[C:14]([CH2:18][O:19][CH:20]([C:21]([F:22])([F:23])[F:24])[C:25]([F:28])([F:26])[F:27])[CH:13]=3)=[CH:10][C:9]([NH:29][C:36]([C@H:33]3[CH2:32][C:31](=[O:30])[NH:35][CH2:34]3)=[O:37])=[N:8]2)[CH:6]=[CH:5][CH:4]=[CH:3][CH:2]=1. Given the reactants [C:1]1([N:7]2[C:11]([C:12]3[CH:17]=[CH:16][CH:15]=[C:14]([CH2:18][O:19][CH:20]([C:25]([F:28])([F:27])[F:26])[C:21]([F:24])([F:23])[F:22])[CH:13]=3)=[CH:10][C:9]([NH2:29])=[N:8]2)[CH:6]=[CH:5][CH:4]=[CH:3][CH:2]=1.[O:30]=[C:31]1[NH:35][CH2:34][C@@H:33]([C:36](O)=[O:37])[CH2:32]1.CCN=C=NCCCN(C)C.Cl.O, predict the reaction product. (3) Given the reactants [OH:1][C:2]1[CH:9]=[C:8]([CH3:10])[CH:7]=[CH:6][C:3]=1[CH:4]=[O:5].C(=O)([O-])[O-].[K+].[K+].[CH3:17][O:18][CH2:19][CH2:20][CH2:21][O:22][S:23]([C:26]1[CH:31]=[CH:30][C:29]([CH3:32])=[CH:28][CH:27]=1)(=[O:25])=[O:24], predict the reaction product. The product is: [CH3:17][O:18][CH2:19][CH2:20][CH2:21][O:1][C:2]1[CH:9]=[C:8]([CH3:10])[CH:7]=[CH:6][C:3]=1[CH:4]=[O:5].[S:23]([C:26]1[CH:31]=[CH:30][C:29]([CH3:32])=[CH:28][CH:27]=1)([O-:25])(=[O:24])=[O:22]. (4) The product is: [C:29]([C:28]1[CH:27]=[CH:26][C:25]([CH:22]2[CH2:23][CH2:24][N:19]([C:14]([C:10]3[CH:9]=[C:8]([NH:7][C:6]([NH:5][CH2:1][CH:2]([CH3:3])[CH3:4])=[O:17])[N:12]([CH3:13])[N:11]=3)=[O:16])[CH2:20][CH2:21]2)=[CH:32][CH:31]=1)#[N:30]. Given the reactants [CH2:1]([NH:5][C:6](=[O:17])[NH:7][C:8]1[N:12]([CH3:13])[N:11]=[C:10]([C:14]([OH:16])=O)[CH:9]=1)[CH:2]([CH3:4])[CH3:3].Cl.[NH:19]1[CH2:24][CH2:23][CH:22]([C:25]2[CH:32]=[CH:31][C:28]([C:29]#[N:30])=[CH:27][CH:26]=2)[CH2:21][CH2:20]1.CCN=C=NCCCN(C)C.C1C=CC2N(O)N=NC=2C=1.CCN(C(C)C)C(C)C, predict the reaction product. (5) Given the reactants [CH2:1]([N:3]1[CH2:8][CH2:7][CH:6]([N:9]([CH3:31])[C:10]2[C:11]([C:24]3[CH:29]=[CH:28][C:27]([F:30])=[CH:26][CH:25]=3)=[N:12][C:13]3[C:18]([N:19]=2)=[CH:17][C:16]([C:20]([O:22]C)=[O:21])=[CH:15][CH:14]=3)[CH2:5][CH2:4]1)[CH3:2].[OH-].[Na+], predict the reaction product. The product is: [CH2:1]([N:3]1[CH2:8][CH2:7][CH:6]([N:9]([CH3:31])[C:10]2[C:11]([C:24]3[CH:25]=[CH:26][C:27]([F:30])=[CH:28][CH:29]=3)=[N:12][C:13]3[C:18]([N:19]=2)=[CH:17][C:16]([C:20]([OH:22])=[O:21])=[CH:15][CH:14]=3)[CH2:5][CH2:4]1)[CH3:2]. (6) Given the reactants [CH2:1]([N:4]([CH2:21][CH2:22][CH3:23])[C:5]([C:7]1[CH:8]=[C:9]([CH:13]=[C:14]([C:16]2[NH:17][CH:18]=[CH:19][N:20]=2)[CH:15]=1)[C:10]([OH:12])=O)=[O:6])[CH2:2][CH3:3].C(N(C(C)C)CC)(C)C.CN(C(ON1N=NC2C=CC=CC1=2)=[N+](C)C)C.F[P-](F)(F)(F)(F)F.[NH2:57][C@@H:58]([CH2:72][C:73]1[CH:78]=[C:77]([F:79])[CH:76]=[C:75]([F:80])[CH:74]=1)[C@H:59]([OH:71])[CH2:60][NH:61][CH2:62][C:63]1[CH:68]=[CH:67][CH:66]=[C:65]([CH2:69][CH3:70])[CH:64]=1, predict the reaction product. The product is: [F:79][C:77]1[CH:78]=[C:73]([CH:74]=[C:75]([F:80])[CH:76]=1)[CH2:72][C@H:58]([NH:57][C:10](=[O:12])[C:9]1[CH:13]=[C:14]([C:16]2[NH:17][CH:18]=[CH:19][N:20]=2)[CH:15]=[C:7]([C:5]([N:4]([CH2:1][CH2:2][CH3:3])[CH2:21][CH2:22][CH3:23])=[O:6])[CH:8]=1)[C@H:59]([OH:71])[CH2:60][NH:61][CH2:62][C:63]1[CH:68]=[CH:67][CH:66]=[C:65]([CH2:69][CH3:70])[CH:64]=1. (7) Given the reactants [CH:1]1([CH:6]([OH:12])[C:7]#COCC)[CH2:5][CH2:4][CH2:3][CH2:2]1.[C:13]([O-:16])(O)=[O:14].[Na+].[O-]S([O-])(=O)=O.[Mg+2].[O-:24][Mn](=O)(=O)=O.[K+].[CH3:30][C:31](C)=O, predict the reaction product. The product is: [CH2:30]([O:16][C:13](=[O:14])[C:7](=[O:24])[CH:6]([CH:1]1[CH2:2][CH2:3][CH2:4][CH2:5]1)[OH:12])[CH3:31].